Dataset: Reaction yield outcomes from USPTO patents with 853,638 reactions. Task: Predict the reaction yield, written as a fraction of the theoretical maximum amount of product (1.0 means a 100% yield; for example, 0.34 means a 34% yield). (1) The catalyst is CO.O. The yield is 1.00. The product is [F:24][C:25]1[CH:31]=[CH:30][C:28]([NH:29][CH2:1][C:3]2[CH:23]=[CH:22][C:6]3[NH:7][C:8]([C@@H:10]4[CH2:14][CH2:13][CH2:12][N:11]4[C:15]([O:17][C:18]([CH3:21])([CH3:20])[CH3:19])=[O:16])=[N:9][C:5]=3[CH:4]=2)=[CH:27][CH:26]=1. The reactants are [CH:1]([C:3]1[CH:23]=[CH:22][C:6]2[NH:7][C:8]([C@@H:10]3[CH2:14][CH2:13][CH2:12][N:11]3[C:15]([O:17][C:18]([CH3:21])([CH3:20])[CH3:19])=[O:16])=[N:9][C:5]=2[CH:4]=1)=O.[F:24][C:25]1[CH:31]=[CH:30][C:28]([NH2:29])=[CH:27][CH:26]=1.C(O)(=O)C.C([BH3-])#N.[Na+]. (2) The reactants are [Br:1][C:2]1[N:7]=[C:6]([NH2:8])[C:5]([NH2:9])=[CH:4][CH:3]=1.[C:10](OCC)(=[O:16])[C:11](OCC)=[O:12]. The catalyst is CCOCC. The product is [Br:1][C:2]1[CH:3]=[CH:4][C:5]2[C:6]([N:7]=1)=[N:8][C:10]([OH:16])=[C:11]([OH:12])[N:9]=2. The yield is 0.820. (3) The reactants are [CH2:1]([S:3]([C:6]1[CH:11]=[CH:10][C:9](B2OC(C)(C)C(C)(C)O2)=[C:8]([F:21])[CH:7]=1)(=[O:5])=[O:4])[CH3:2].[Br:22][C:23]1[CH:28]=[CH:27][C:26]([F:29])=[C:25](I)[CH:24]=1.C([O-])([O-])=O.[Na+].[Na+]. The catalyst is C1(C)C=CC=CC=1.C(O)C.O.C1C=CC(P(C2C=CC=CC=2)[C-]2C=CC=C2)=CC=1.C1C=CC(P(C2C=CC=CC=2)[C-]2C=CC=C2)=CC=1.Cl[Pd]Cl.[Fe+2]. The product is [Br:22][C:23]1[CH:24]=[CH:25][C:26]([F:29])=[C:27]([C:9]2[CH:10]=[CH:11][C:6]([S:3]([CH2:1][CH3:2])(=[O:4])=[O:5])=[CH:7][C:8]=2[F:21])[CH:28]=1. The yield is 0.570. (4) The reactants are COCCN(S(F)(F)[F:11])CCOC.[CH3:14][O:15][C:16]([C@@:18]12[CH2:24][CH2:23][C@:22]1([CH2:25]O)[CH2:21][N:20]([C@@H:27]([C:29]1[CH:34]=[CH:33][CH:32]=[CH:31][CH:30]=1)[CH3:28])[C:19]2=[O:35])=[O:17].C(=O)(O)[O-].[Na+].C(OCC)(=O)C. The catalyst is ClCCl.O. The product is [CH3:14][O:15][C:16]([C@@:18]12[CH2:24][CH2:23][C@:22]1([CH2:25][F:11])[CH2:21][N:20]([C@@H:27]([C:29]1[CH:34]=[CH:33][CH:32]=[CH:31][CH:30]=1)[CH3:28])[C:19]2=[O:35])=[O:17]. The yield is 0.960. (5) The reactants are [CH3:1][C:2]1[C:18]([CH3:19])=[CH:17][CH:16]=[CH:15][C:3]=1[C:4]([NH:6][NH:7]C(OC(C)(C)C)=O)=[O:5].FC(F)(F)C(O)=O.C([O-])([O-])=O.[K+].[K+].[OH-].[Na+]. The catalyst is C(Cl)Cl.O. The product is [CH3:1][C:2]1[C:18]([CH3:19])=[CH:17][CH:16]=[CH:15][C:3]=1[C:4]([NH:6][NH2:7])=[O:5]. The yield is 0.730. (6) The reactants are C(OC(=O)N)(C)(C)C.[NH2:9][CH2:10][CH2:11][NH:12][S:13]([C:16]1[C:17]2[CH:18]=[CH:19][N:20]=[CH:21][C:22]=2[CH:23]=[C:24]([C:26]2[CH:31]=[CH:30][CH:29]=[CH:28][CH:27]=2)[CH:25]=1)(=[O:15])=[O:14].C(Cl)[Cl:33].Cl. The catalyst is CO. The yield is 1.00. The product is [ClH:33].[NH2:9][CH2:10][CH2:11][NH:12][S:13]([C:16]1[C:17]2[CH:18]=[CH:19][N:20]=[CH:21][C:22]=2[CH:23]=[C:24]([C:26]2[CH:31]=[CH:30][CH:29]=[CH:28][CH:27]=2)[CH:25]=1)(=[O:15])=[O:14].